From a dataset of Full USPTO retrosynthesis dataset with 1.9M reactions from patents (1976-2016). Predict the reactants needed to synthesize the given product. (1) Given the product [CH:24]1[C:25]2[C:30](=[CH:29][CH:28]=[CH:27][CH:26]=2)[CH:31]=[CH:32][C:23]=1[O:22][C:18]1[CH:17]=[C:16]([CH:21]=[CH:20][CH:19]=1)[CH2:15][C@@H:7]([C:6]([OH:33])=[O:5])[NH2:8], predict the reactants needed to synthesize it. The reactants are: [OH-].[Li+].C([O:5][C:6](=[O:33])[C@H:7]([CH2:15][C:16]1[CH:21]=[CH:20][CH:19]=[C:18]([O:22][C:23]2[CH:32]=[CH:31][C:30]3[C:25](=[CH:26][CH:27]=[CH:28][CH:29]=3)[CH:24]=2)[CH:17]=1)[NH:8]C(=O)C(F)(F)F)C.Cl. (2) Given the product [OH:26][C@@H:21]1[CH2:22][CH2:23][N:19]([CH2:18][CH2:17][CH2:16][O:15][C:11]2[CH:10]=[CH:9][C:8]3[N:7]4[C@H:2]([CH3:1])[CH2:3][NH:4][C:5](=[O:25])[C:6]4=[CH:14][C:13]=3[CH:12]=2)[CH2:20]1, predict the reactants needed to synthesize it. The reactants are: [CH3:1][C@H:2]1[N:7]2[C:8]3[CH:9]=[CH:10][C:11]([O:15][CH2:16][CH2:17][CH2:18][N:19]4C[CH2:23][CH2:22][CH2:21][CH2:20]4)=[CH:12][C:13]=3[CH:14]=[C:6]2[C:5](=[O:25])[NH:4][CH2:3]1.[OH:26][C@@H]1CCNC1.C(=O)([O-])[O-].[K+].[K+].[I-].[K+]. (3) Given the product [CH2:21]([O:22][C:1]([N:8]1[CH2:16][CH:15]2[CH:10]([CH2:11][CH2:12][CH2:13][CH:14]2[OH:17])[CH2:9]1)=[O:18])[CH3:20], predict the reactants needed to synthesize it. The reactants are: [CH2:1]([N:8]1[CH2:16][CH:15]2[CH:10]([CH2:11][CH:12]=[CH:13][CH:14]2[OH:17])[CH2:9]1)C1C=CC=CC=1.[OH2:18].O.[C:20](O)(=O)[C:21](O)=[O:22]. (4) Given the product [F:20][C:21]1[CH:22]=[C:23]2[C:27](=[CH:28][C:29]=1[NH:30][C:31](=[O:35])[CH2:32][O:33][CH3:34])[NH:26][C:25](=[O:36])[C:24]2=[CH:18][C:9]1[NH:10][C:11]2[CH2:16][CH2:15][NH:14][C:13](=[O:17])[C:12]=2[C:8]=1[C:5]1[CH:6]=[CH:7][C:2]([F:1])=[CH:3][CH:4]=1, predict the reactants needed to synthesize it. The reactants are: [F:1][C:2]1[CH:7]=[CH:6][C:5]([C:8]2[C:12]3[C:13](=[O:17])[NH:14][CH2:15][CH2:16][C:11]=3[NH:10][C:9]=2[CH:18]=O)=[CH:4][CH:3]=1.[F:20][C:21]1[CH:22]=[C:23]2[C:27](=[CH:28][C:29]=1[NH:30][C:31](=[O:35])[CH2:32][O:33][CH3:34])[NH:26][C:25](=[O:36])[CH2:24]2.